This data is from Full USPTO retrosynthesis dataset with 1.9M reactions from patents (1976-2016). The task is: Predict the reactants needed to synthesize the given product. (1) Given the product [F:15][C:16]1[CH:17]=[C:18]([CH2:22][CH2:23][C:24]2[O:12][C:11]([C:8]3[CH:9]=[CH:10][C:5]4[N:4]=[CH:3][N:2]([CH3:1])[C:6]=4[CH:7]=3)=[N:13][N:14]=2)[CH:19]=[CH:20][CH:21]=1, predict the reactants needed to synthesize it. The reactants are: [CH3:1][N:2]1[C:6]2[CH:7]=[C:8]([C:11]([NH:13][NH2:14])=[O:12])[CH:9]=[CH:10][C:5]=2[N:4]=[CH:3]1.[F:15][C:16]1[CH:17]=[C:18]([CH2:22][CH2:23][C:24](O)=O)[CH:19]=[CH:20][CH:21]=1. (2) Given the product [C:1]([C:3]1[CH:8]=[CH:7][CH:6]=[CH:5][C:4]=1[S:9]([N:12]1[CH2:18][CH2:17][CH2:16][CH:15]([NH:19][C:20](=[O:21])[C@H:22]([CH2:23][CH:24]([CH3:25])[CH3:26])[NH2:27])[CH2:14][CH2:13]1)(=[O:11])=[O:10])#[N:2], predict the reactants needed to synthesize it. The reactants are: [C:1]([C:3]1[CH:8]=[CH:7][CH:6]=[CH:5][C:4]=1[S:9]([N:12]1[CH2:18][CH2:17][CH2:16][CH:15]([NH:19][C:20]([C@@H:22]([NH:27]C(=O)OCC2C=CC=CC=2)[CH2:23][CH:24]([CH3:26])[CH3:25])=[O:21])[CH2:14][CH2:13]1)(=[O:11])=[O:10])#[N:2]. (3) Given the product [Cl:1][C:2]1[C:3]([N:12]2[CH2:17][CH2:16][N:15]([CH2:18][C:19]3[N:20]=[CH:21][S:22][CH:23]=3)[CH2:14][CH2:13]2)=[C:4]2[N:9]=[C:38]([C:37]3[CH:36]=[CH:35][C:34]([CH2:33][N:30]4[CH2:31][CH2:32][O:27][CH2:28][CH2:29]4)=[CH:41][CH:40]=3)[NH:8][C:5]2=[N:6][CH:7]=1, predict the reactants needed to synthesize it. The reactants are: [Cl:1][C:2]1[C:3]([N:12]2[CH2:17][CH2:16][N:15]([CH2:18][C:19]3[N:20]=[CH:21][S:22][CH:23]=3)[CH2:14][CH2:13]2)=[C:4]([N+:9]([O-])=O)[C:5]([NH2:8])=[N:6][CH:7]=1.CCO.[O:27]1[CH2:32][CH2:31][N:30]([CH2:33][C:34]2[CH:41]=[CH:40][C:37]([CH:38]=O)=[CH:36][CH:35]=2)[CH2:29][CH2:28]1.[O-]S(S([O-])=O)=O.[Na+].[Na+]. (4) Given the product [ClH:40].[F:32][C:27]1[C:26]([N:12]2[C:13]([S:15]([C:18]3[CH:19]=[C:20]([CH:21]=[CH:22][CH:23]=3)[C:24]#[N:25])(=[O:16])=[O:17])=[CH:14][C:10]([CH2:9][NH:7][CH3:6])=[N:11]2)=[CH:31][CH:30]=[CH:29][N:28]=1, predict the reactants needed to synthesize it. The reactants are: C(O[C:6](=O)[N:7]([CH2:9][C:10]1[CH:14]=[C:13]([S:15]([C:18]2[CH:23]=[CH:22][CH:21]=[C:20]([C:24]#[N:25])[CH:19]=2)(=[O:17])=[O:16])[N:12]([C:26]2[C:27]([F:32])=[N:28][CH:29]=[CH:30][CH:31]=2)[N:11]=1)C)(C)(C)C.C(OCC)(=O)C.[ClH:40]. (5) The reactants are: [NH:1]1[CH2:6][CH2:5][CH:4]([NH:7][C:8](=[O:14])[O:9][C:10]([CH3:13])([CH3:12])[CH3:11])[CH2:3][CH2:2]1.Br[C:16]1[CH:17]=[CH:18][CH:19]=[C:20]2[C:25]=1[N:24]=[C:23]([C:26]1[N:30]3[CH:31]=[CH:32][C:33]([C:35]4[CH:36]=[N:37][CH:38]=[CH:39][CH:40]=4)=[CH:34][C:29]3=[N:28][CH:27]=1)[CH:22]=[CH:21]2. Given the product [N:37]1[CH:38]=[CH:39][CH:40]=[C:35]([C:33]2[CH:32]=[CH:31][N:30]3[C:26]([C:23]4[CH:22]=[CH:21][C:20]5[C:25](=[C:16]([N:1]6[CH2:2][CH2:3][CH:4]([NH:7][C:8](=[O:14])[O:9][C:10]([CH3:11])([CH3:13])[CH3:12])[CH2:5][CH2:6]6)[CH:17]=[CH:18][CH:19]=5)[N:24]=4)=[CH:27][N:28]=[C:29]3[CH:34]=2)[CH:36]=1, predict the reactants needed to synthesize it.